Dataset: Forward reaction prediction with 1.9M reactions from USPTO patents (1976-2016). Task: Predict the product of the given reaction. (1) Given the reactants [CH3:1][O:2][C:3](=[O:20])[NH:4][C:5]1[CH:10]=[CH:9][C:8]([NH:11][CH2:12][CH:13]2[CH2:18][CH2:17][O:16][CH2:15][CH2:14]2)=[C:7]([NH2:19])[CH:6]=1.[CH3:21][C:22]([CH3:27])([CH3:26])[C:23](Cl)=O, predict the reaction product. The product is: [CH3:1][O:2][C:3](=[O:20])[NH:4][C:5]1[CH:10]=[CH:9][C:8]2[N:11]([CH2:12][CH:13]3[CH2:18][CH2:17][O:16][CH2:15][CH2:14]3)[C:21]([C:22]([CH3:27])([CH3:26])[CH3:23])=[N:19][C:7]=2[CH:6]=1. (2) Given the reactants [CH2:1]([O:8][C@H:9]1[C@@H:15]([O:16][CH2:17][C:18]2[CH:23]=[CH:22][CH:21]=[CH:20][CH:19]=2)[C@H:14]([O:24][CH2:25][C:26]2[CH:31]=[CH:30][CH:29]=[CH:28][CH:27]=2)[C@@H:13]([CH2:32][O:33][CH2:34][C:35]2[CH:40]=[CH:39][CH:38]=[CH:37][CH:36]=2)[O:12][CH:10]1[OH:11])[C:2]1[CH:7]=[CH:6][CH:5]=[CH:4][CH:3]=1.[OH-].[K+].C([O:47][C:48](=[O:51])[CH2:49]Br)(C)(C)C.C(O)C, predict the reaction product. The product is: [CH2:1]([O:8][C@H:9]1[C@@H:15]([O:16][CH2:17][C:18]2[CH:23]=[CH:22][CH:21]=[CH:20][CH:19]=2)[C@H:14]([O:24][CH2:25][C:26]2[CH:27]=[CH:28][CH:29]=[CH:30][CH:31]=2)[C@@H:13]([CH2:32][O:33][CH2:34][C:35]2[CH:36]=[CH:37][CH:38]=[CH:39][CH:40]=2)[O:12][CH:10]1[O:11][CH2:49][C:48]([OH:51])=[O:47])[C:2]1[CH:3]=[CH:4][CH:5]=[CH:6][CH:7]=1.